Dataset: Full USPTO retrosynthesis dataset with 1.9M reactions from patents (1976-2016). Task: Predict the reactants needed to synthesize the given product. (1) Given the product [NH2:1][C:4]1[CH:5]=[CH:6][C:7]([N:10]2[CH2:14][CH2:13][C@H:12]([NH:15][C:16](=[O:18])[CH3:17])[CH2:11]2)=[CH:8][CH:9]=1, predict the reactants needed to synthesize it. The reactants are: [N+:1]([C:4]1[CH:9]=[CH:8][C:7]([N:10]2[CH2:14][CH2:13][C@H:12]([NH:15][C:16](=[O:18])[CH3:17])[CH2:11]2)=[CH:6][CH:5]=1)([O-])=O. (2) Given the product [CH2:1]([N:3]1[C:4]2[CH:9]=[CH:8][N:7]=[CH:6][C:5]=2[N:10]=[C:24]1[CH2:25][N:26]1[CH:30]=[C:29]([C:31]([F:32])([F:33])[F:34])[N:28]=[C:27]1[C:35]1[S:36][CH:37]=[CH:38][N:39]=1)[CH3:2], predict the reactants needed to synthesize it. The reactants are: [CH2:1]([NH:3][C:4]1[CH:9]=[CH:8][N:7]=[CH:6][C:5]=1[NH2:10])[CH3:2].C[Al](C)C.C1(C)C=CC=CC=1.CO[C:24](=O)[CH2:25][N:26]1[CH:30]=[C:29]([C:31]([F:34])([F:33])[F:32])[N:28]=[C:27]1[C:35]1[S:36][CH:37]=[CH:38][N:39]=1. (3) Given the product [Cl:1][C:2]1[CH:7]=[CH:6][C:5]([C:8]([F:15])([F:14])[C:9]([OH:11])=[O:10])=[C:4]([O:16][CH2:17][CH3:18])[CH:3]=1, predict the reactants needed to synthesize it. The reactants are: [Cl:1][C:2]1[CH:7]=[CH:6][C:5]([C:8]([F:15])([F:14])[C:9]([O:11]CC)=[O:10])=[C:4]([O:16][CH2:17][CH3:18])[CH:3]=1.CO.O.[OH-].[Li+]. (4) Given the product [CH3:10][C:8]1[CH:7]=[CH:6][C:5]([NH:11][C:20]([S:37][C:31]2[CH:36]=[CH:35][CH:34]=[CH:33][CH:32]=2)=[O:21])=[C:4]([CH:9]=1)[C:3]([O:2][CH3:1])=[O:12], predict the reactants needed to synthesize it. The reactants are: [CH3:1][O:2][C:3](=[O:12])[C:4]1[CH:9]=[C:8]([CH3:10])[CH:7]=[CH:6][C:5]=1[NH2:11].C(N(CC)CC)C.[C:20](Cl)(Cl)=[O:21].C1(C)C=CC=CC=1.[C:31]1([SH:37])[CH:36]=[CH:35][CH:34]=[CH:33][CH:32]=1.[N-]=C=O. (5) Given the product [Cl:16][C:17]1[CH:18]=[C:19]([CH:28]=[CH:29][C:30]=1[F:31])[CH2:20][N:21]1[CH2:26][CH2:25][N:24]2[C:3]3[CH2:8][CH2:7][N:6]([CH3:9])[C:5](=[O:10])[C:4]=3[C:11]([OH:13])=[C:23]2[C:22]1=[O:27], predict the reactants needed to synthesize it. The reactants are: CO[C:3]1[CH2:8][CH2:7][N:6]([CH3:9])[C:5](=[O:10])[C:4]=1[C:11]([O:13]CC)=O.[Cl:16][C:17]1[CH:18]=[C:19]([CH:28]=[CH:29][C:30]=1[F:31])[CH2:20][N:21]1[CH2:26][CH2:25][NH:24][CH2:23][C:22]1=[O:27]. (6) Given the product [CH3:1][O:2][C:3](=[O:28])[C@@H:4]([NH:20][C:21]([O:23][C:24]([CH3:27])([CH3:26])[CH3:25])=[O:22])[CH2:5][C:6]1[CH:11]=[CH:10][C:9]([C:32]2[CH:33]=[CH:34][CH:35]=[CH:36][C:31]=2[O:30][CH3:29])=[CH:8][CH:7]=1, predict the reactants needed to synthesize it. The reactants are: [CH3:1][O:2][C:3](=[O:28])[C@@H:4]([NH:20][C:21]([O:23][C:24]([CH3:27])([CH3:26])[CH3:25])=[O:22])[CH2:5][C:6]1[CH:11]=[CH:10][C:9](OS(C(F)(F)F)(=O)=O)=[CH:8][CH:7]=1.[CH3:29][O:30][C:31]1[CH:36]=[CH:35][CH:34]=[CH:33][C:32]=1B(O)O.C(=O)([O-])[O-].[K+].[K+].